From a dataset of Forward reaction prediction with 1.9M reactions from USPTO patents (1976-2016). Predict the product of the given reaction. (1) Given the reactants C[O:2][C:3](=[O:32])[CH2:4][O:5][C:6]1[CH:15]=[CH:14][C:13]([Cl:16])=[C:12]2[C:7]=1[C:8]([CH3:31])=[C:9]([CH2:19][C:20]1[CH:25]=[CH:24][C:23]([N:26]3[CH:30]=[CH:29][CH:28]=[N:27]3)=[CH:22][CH:21]=1)[C:10]([O:17][CH3:18])=[N:11]2.[OH-].[Na+].C(O)(=O)C, predict the reaction product. The product is: [Cl:16][C:13]1[CH:14]=[CH:15][C:6]([O:5][CH2:4][C:3]([OH:32])=[O:2])=[C:7]2[C:12]=1[N:11]=[C:10]([O:17][CH3:18])[C:9]([CH2:19][C:20]1[CH:21]=[CH:22][C:23]([N:26]3[CH:30]=[CH:29][CH:28]=[N:27]3)=[CH:24][CH:25]=1)=[C:8]2[CH3:31]. (2) Given the reactants CC1(C)C(C)(C)OB([C:9]2[CH:15]=[CH:14][C:12]([NH2:13])=[CH:11][CH:10]=2)O1.Br[C:18]1[N:22]([CH3:23])[C:21]([CH3:24])=[N:20][CH:19]=1.[F-].[Cs+], predict the reaction product. The product is: [CH3:23][N:22]1[C:18]([C:9]2[CH:10]=[CH:11][C:12]([NH2:13])=[CH:14][CH:15]=2)=[CH:19][N:20]=[C:21]1[CH3:24]. (3) Given the reactants C(O[C:6](=[O:28])[NH:7][C@@H:8]([CH2:21][C:22]1[CH:27]=[CH:26][CH:25]=[CH:24][CH:23]=1)[CH:9]([C:11](=[O:20])[NH:12][CH2:13][C:14]1[CH:19]=[CH:18][CH:17]=[CH:16][CH:15]=1)[OH:10])(C)(C)C.FC(F)(F)C(O)=O.[NH:36]1[C:44]2[C:39](=[CH:40][CH:41]=[CH:42][CH:43]=2)[C:38]([CH2:45][C@H:46]([NH:50][C:51](=[O:64])[C@@H:52]([NH:54][C:55](=[O:63])[CH2:56][N:57]2[CH2:62][CH2:61][O:60][CH2:59][CH2:58]2)[CH3:53])C(O)=O)=[CH:37]1.C(N(CC)C(C)C)(C)C.CN(C(ON1N=NC2C=CC=NC1=2)=[N+](C)C)C.F[P-](F)(F)(F)(F)F, predict the reaction product. The product is: [CH2:13]([NH:12][C:11](=[O:20])[C@@H:9]([OH:10])[CH:8]([NH:7][C:6](=[O:28])[C@@H:46]([NH:50][C:51](=[O:64])[C@@H:52]([NH:54][C:55](=[O:63])[CH2:56][N:57]1[CH2:62][CH2:61][O:60][CH2:59][CH2:58]1)[CH3:53])[CH2:45][C:38]1[C:39]2[C:44](=[CH:43][CH:42]=[CH:41][CH:40]=2)[NH:36][CH:37]=1)[CH2:21][C:22]1[CH:23]=[CH:24][CH:25]=[CH:26][CH:27]=1)[C:14]1[CH:15]=[CH:16][CH:17]=[CH:18][CH:19]=1. (4) Given the reactants [OH:1][C:2]1[CH:7]=[CH:6][C:5]([CH2:8][CH2:9][CH2:10][OH:11])=[CH:4][CH:3]=1.N1C=CN=C1.[C:17]([Si:21](Cl)([C:28]1[CH:33]=[CH:32][CH:31]=[CH:30][CH:29]=1)[C:22]1[CH:27]=[CH:26][CH:25]=[CH:24][CH:23]=1)([CH3:20])([CH3:19])[CH3:18], predict the reaction product. The product is: [OH:1][C:2]1[CH:3]=[CH:4][C:5]([CH2:8][CH2:9][CH2:10][O:11][Si:21]([C:17]([CH3:20])([CH3:19])[CH3:18])([C:28]2[CH:29]=[CH:30][CH:31]=[CH:32][CH:33]=2)[C:22]2[CH:27]=[CH:26][CH:25]=[CH:24][CH:23]=2)=[CH:6][CH:7]=1. (5) Given the reactants [N:1]1[C:10]2[C:5](=[CH:6][CH:7]=[CH:8][C:9]=2[S:11]([N:14]2[CH2:21][C:20]3[CH:22]=[CH:23][CH:24]=[CH:25][C:19]=3[CH2:18][O:17][CH2:16][C@H:15]2[CH2:26][C:27]([OH:29])=O)(=[O:13])=[O:12])[CH:4]=[CH:3][CH:2]=1.[CH3:30][NH:31][CH3:32].C(N(CC)CC)C, predict the reaction product. The product is: [CH3:30][N:31]([CH3:32])[C:27](=[O:29])[CH2:26][C@H:15]1[N:14]([S:11]([C:9]2[CH:8]=[CH:7][CH:6]=[C:5]3[C:10]=2[N:1]=[CH:2][CH:3]=[CH:4]3)(=[O:12])=[O:13])[CH2:21][C:20]2[CH:22]=[CH:23][CH:24]=[CH:25][C:19]=2[CH2:18][O:17][CH2:16]1. (6) Given the reactants Cl.[NH2:2][C@@H:3]1[CH2:8][CH2:7][C@H:6]([N:9]2[C:14](=[O:15])[C:13]3[CH:16]=[C:17]([F:20])[CH:18]=[N:19][C:12]=3[N:11]([C:21]3[CH:26]=[CH:25][C:24]([F:27])=[C:23]([F:28])[CH:22]=3)[C:10]2=[O:29])[CH2:5][CH2:4]1.[OH:30][C:31]1[CH:39]=[CH:38][C:37]([CH2:40][OH:41])=[CH:36][C:32]=1[C:33](O)=[O:34].CN(C(ON1N=NC2C=CC=NC1=2)=[N+](C)C)C.F[P-](F)(F)(F)(F)F.C1C=NC2N(O)N=NC=2C=1.CCN(C(C)C)C(C)C, predict the reaction product. The product is: [F:28][C:23]1[CH:22]=[C:21]([N:11]2[C:12]3[N:19]=[CH:18][C:17]([F:20])=[CH:16][C:13]=3[C:14](=[O:15])[N:9]([C@@H:6]3[CH2:7][CH2:8][C@H:3]([NH:2][C:33](=[O:34])[C:32]4[CH:36]=[C:37]([CH2:40][OH:41])[CH:38]=[CH:39][C:31]=4[OH:30])[CH2:4][CH2:5]3)[C:10]2=[O:29])[CH:26]=[CH:25][C:24]=1[F:27]. (7) Given the reactants [C:1]([O:5][C:6]([N:8]1[CH2:13][CH2:12][CH:11]([OH:14])[CH2:10][CH2:9]1)=[O:7])([CH3:4])([CH3:3])[CH3:2].[CH3:15][C:16]1[CH:17]=[C:18](O)[C:19](=[CH:24][C:25]=1[N+:26]([O-:28])=[O:27])[C:20]([O:22][CH3:23])=[O:21].C1(P(C2C=CC=CC=2)C2C=CC=CC=2)C=CC=CC=1.N(C(OCC)=O)=NC(OCC)=O, predict the reaction product. The product is: [C:1]([O:5][C:6]([N:8]1[CH2:13][CH2:12][CH:11]([O:14][C:18]2[C:19]([C:20]([O:22][CH3:23])=[O:21])=[CH:24][C:25]([N+:26]([O-:28])=[O:27])=[C:16]([CH3:15])[CH:17]=2)[CH2:10][CH2:9]1)=[O:7])([CH3:4])([CH3:2])[CH3:3]. (8) Given the reactants [Cl:1][C:2]1[C:7]([N+:8]([O-])=O)=[CH:6][C:5]([N+:11]([O-])=O)=[CH:4][N:3]=1.[CH3:14][CH:15]1[CH2:19][CH2:18][CH:17]([CH3:20])[NH:16]1.[H][H].C1CCCCC=1, predict the reaction product. The product is: [ClH:1].[ClH:1].[NH2:8][C:7]1[C:2]([N:16]2[CH:17]([CH3:20])[CH2:18][CH2:19][CH:15]2[CH3:14])=[N:3][CH:4]=[C:5]([NH2:11])[CH:6]=1.